Dataset: NCI-60 drug combinations with 297,098 pairs across 59 cell lines. Task: Regression. Given two drug SMILES strings and cell line genomic features, predict the synergy score measuring deviation from expected non-interaction effect. (1) Drug 1: CC1OCC2C(O1)C(C(C(O2)OC3C4COC(=O)C4C(C5=CC6=C(C=C35)OCO6)C7=CC(=C(C(=C7)OC)O)OC)O)O. Drug 2: C1CNP(=O)(OC1)N(CCCl)CCCl. Cell line: NCI-H322M. Synergy scores: CSS=7.20, Synergy_ZIP=-2.10, Synergy_Bliss=-3.84, Synergy_Loewe=-3.14, Synergy_HSA=-3.10. (2) Drug 1: CN(C)C1=NC(=NC(=N1)N(C)C)N(C)C. Drug 2: C(=O)(N)NO. Cell line: SN12C. Synergy scores: CSS=-6.66, Synergy_ZIP=0.155, Synergy_Bliss=-3.89, Synergy_Loewe=-5.83, Synergy_HSA=-5.49. (3) Drug 1: C1=C(C(=O)NC(=O)N1)N(CCCl)CCCl. Drug 2: CC12CCC3C(C1CCC2OP(=O)(O)O)CCC4=C3C=CC(=C4)OC(=O)N(CCCl)CCCl.[Na+]. Cell line: A498. Synergy scores: CSS=3.84, Synergy_ZIP=-7.22, Synergy_Bliss=-8.00, Synergy_Loewe=-15.2, Synergy_HSA=-7.80. (4) Drug 1: CC(C1=C(C=CC(=C1Cl)F)Cl)OC2=C(N=CC(=C2)C3=CN(N=C3)C4CCNCC4)N. Drug 2: CNC(=O)C1=NC=CC(=C1)OC2=CC=C(C=C2)NC(=O)NC3=CC(=C(C=C3)Cl)C(F)(F)F. Cell line: M14. Synergy scores: CSS=5.08, Synergy_ZIP=-5.86, Synergy_Bliss=-8.78, Synergy_Loewe=-11.7, Synergy_HSA=-11.6.